This data is from Full USPTO retrosynthesis dataset with 1.9M reactions from patents (1976-2016). The task is: Predict the reactants needed to synthesize the given product. (1) Given the product [CH2:1]([N:8]1[C:16]2[C:11](=[C:12]([NH:17][C:18]([C:20]3[N:24]4[CH:25]=[C:26]([CH:30]=[CH2:31])[CH:27]=[CH:28][C:23]4=[N:22][CH:21]=3)=[O:19])[CH:13]=[CH:14][CH:15]=2)[CH:10]=[N:9]1)[C:2]1[CH:7]=[CH:6][CH:5]=[CH:4][CH:3]=1, predict the reactants needed to synthesize it. The reactants are: [CH2:1]([N:8]1[C:16]2[C:11](=[C:12]([NH:17][C:18]([C:20]3[N:24]4[CH:25]=[C:26](Br)[CH:27]=[CH:28][C:23]4=[N:22][CH:21]=3)=[O:19])[CH:13]=[CH:14][CH:15]=2)[CH:10]=[N:9]1)[C:2]1[CH:7]=[CH:6][CH:5]=[CH:4][CH:3]=1.[CH2:30]([Sn](CCCC)(CCCC)C=C)[CH2:31]CC.[F-].[Cs+].O. (2) Given the product [C:1]([C:4]1[C:22](=[O:23])[C@@:8]2([CH3:24])[C:9]3[C:15]([OH:16])=[CH:14][C:13]([O:17][CH3:18])=[C:12]([C:19]([NH:21][CH2:42][C:41]4[CH:44]=[CH:45][C:38]([NH:37][S:34]([C:28]5[CH:29]=[CH:30][C:31]([Cl:33])=[CH:32][C:27]=5[Cl:26])(=[O:36])=[O:35])=[CH:39][CH:40]=4)=[O:20])[C:10]=3[O:11][C:7]2=[CH:6][C:5]=1[OH:25])(=[O:3])[CH3:2], predict the reactants needed to synthesize it. The reactants are: [C:1]([C:4]1[C:22](=[O:23])[C@@:8]2([CH3:24])[C:9]3[C:15]([OH:16])=[CH:14][C:13]([O:17][CH3:18])=[C:12]([C:19]([NH2:21])=[O:20])[C:10]=3[O:11][C:7]2=[CH:6][C:5]=1[OH:25])(=[O:3])[CH3:2].[Cl:26][C:27]1[CH:32]=[C:31]([Cl:33])[CH:30]=[CH:29][C:28]=1[S:34]([NH:37][C:38]1[CH:45]=[CH:44][C:41]([CH:42]=O)=[CH:40][CH:39]=1)(=[O:36])=[O:35].C([SiH](CC)CC)C.FC(F)(F)C(O)=O.